This data is from Forward reaction prediction with 1.9M reactions from USPTO patents (1976-2016). The task is: Predict the product of the given reaction. (1) The product is: [CH3:8][O:9][C:10]1[CH:11]=[C:12]2[C:17](=[CH:18][C:19]=1[O:20][CH3:21])[N:16]=[CH:15][N:14]=[C:13]2[N:22]1[CH2:26][CH2:25][CH:24]([NH:27][C:45]([NH:44][C:41]2[CH:42]=[CH:43][C:38]([CH:35]([CH3:37])[CH3:36])=[CH:39][CH:40]=2)=[O:46])[CH2:23]1. Given the reactants FC(F)(F)C(O)=O.[CH3:8][O:9][C:10]1[CH:11]=[C:12]2[C:17](=[CH:18][C:19]=1[O:20][CH3:21])[N:16]=[CH:15][N:14]=[C:13]2[N:22]1[CH2:26][CH2:25][CH:24]([NH2:27])[CH2:23]1.C(N(CC)CC)C.[CH:35]([C:38]1[CH:43]=[CH:42][C:41]([N:44]=[C:45]=[O:46])=[CH:40][CH:39]=1)([CH3:37])[CH3:36], predict the reaction product. (2) Given the reactants [CH3:1][O:2][C:3]1[N:4](C2CCCCO2)[C:5]2[C:10]([N:11]=1)=[C:9]([NH2:12])[N:8]=[C:7]([O:13][CH2:14][CH:15]1[CH2:19][CH2:18][CH2:17][O:16]1)[N:6]=2.[F:26][C:27]([F:32])([F:31])[C:28]([OH:30])=[O:29], predict the reaction product. The product is: [F:26][C:27]([F:32])([F:31])[C:28]([OH:30])=[O:29].[CH3:1][O:2][C:3]1[NH:4][C:5]2[C:10]([N:11]=1)=[C:9]([NH2:12])[N:8]=[C:7]([O:13][CH2:14][CH:15]1[CH2:19][CH2:18][CH2:17][O:16]1)[N:6]=2. (3) Given the reactants [CH3:1][O:2][C:3]1[CH:4]=[C:5](/[CH:9]=[CH:10]/[CH:11]=[O:12])[CH:6]=[CH:7][CH:8]=1.Br[CH2:14][C:15]1[CH:28]=[CH:27][CH:26]=[CH:25][C:16]=1[O:17][Si](C(C)(C)C)(C)C, predict the reaction product. The product is: [CH3:1][O:2][C:3]1[CH:4]=[C:5]([C@H:9]2[CH2:10][C:11](=[O:12])[O:17][C:16]3[CH:25]=[CH:26][CH:27]=[CH:28][C:15]=3[CH2:14]2)[CH:6]=[CH:7][CH:8]=1. (4) Given the reactants C[O:2][C:3](=[O:27])[CH2:4][CH2:5][CH2:6][CH2:7][CH2:8][O:9][C:10]1[CH:11]=[CH:12][C:13]2[N:17]=[C:16](Cl)[N:15]([C:19]3[CH:24]=[CH:23][C:22]([CH3:25])=[CH:21][CH:20]=3)[C:14]=2[CH:26]=1.C(=O)([O-])[O-].[K+].[K+].[C:34]1([OH:40])[CH:39]=[CH:38][CH:37]=[CH:36][CH:35]=1.[Cl-].[NH4+], predict the reaction product. The product is: [CH3:25][C:22]1[CH:23]=[CH:24][C:19]([N:15]2[C:14]3[CH:26]=[C:10]([O:9][CH2:8][CH2:7][CH2:6][CH2:5][CH2:4][C:3]([OH:2])=[O:27])[CH:11]=[CH:12][C:13]=3[N:17]=[C:16]2[O:40][C:34]2[CH:39]=[CH:38][CH:37]=[CH:36][CH:35]=2)=[CH:20][CH:21]=1. (5) Given the reactants [NH2:1][C:2]1[N:23]=[C:22]([C:24]#[C:25][CH2:26][O:27][CH3:28])[CH:21]=[CH:20][C:3]=1[C:4]([NH:6][CH2:7][C:8]1[S:9][C:10]([O:13][C:14]2[CH:19]=[CH:18][CH:17]=[CH:16][CH:15]=2)=[CH:11][CH:12]=1)=[O:5].O1CCCC1.N1C2C(=CC=CC=2)C=CC=1, predict the reaction product. The product is: [NH2:1][C:2]1[N:23]=[C:22](/[CH:24]=[CH:25]\[CH2:26][O:27][CH3:28])[CH:21]=[CH:20][C:3]=1[C:4]([NH:6][CH2:7][C:8]1[S:9][C:10]([O:13][C:14]2[CH:19]=[CH:18][CH:17]=[CH:16][CH:15]=2)=[CH:11][CH:12]=1)=[O:5].